This data is from Catalyst prediction with 721,799 reactions and 888 catalyst types from USPTO. The task is: Predict which catalyst facilitates the given reaction. (1) Reactant: [NH2:1][C:2]1[CH:3]=[CH:4][C:5]([CH3:22])=[C:6]([NH:8][C:9]2[N:10]=[CH:11][C:12]3[N:17]=[C:16]([NH:18][C:19](=[O:21])[CH3:20])[S:15][C:13]=3[N:14]=2)[CH:7]=1.[F:23][CH:24]([F:35])[O:25][C:26]1[CH:27]=[C:28]([CH:32]=[CH:33][CH:34]=1)[C:29](O)=[O:30].F[P-](F)(F)(F)(F)F.N1(OC(N(C)C)=[N+](C)C)C2N=CC=CC=2N=N1.C(=O)([O-])O.[Na+]. Product: [C:19]([NH:18][C:16]1[S:15][C:13]2[N:14]=[C:9]([NH:8][C:6]3[CH:7]=[C:2]([NH:1][C:29](=[O:30])[C:28]4[CH:32]=[CH:33][CH:34]=[C:26]([O:25][CH:24]([F:23])[F:35])[CH:27]=4)[CH:3]=[CH:4][C:5]=3[CH3:22])[N:10]=[CH:11][C:12]=2[N:17]=1)(=[O:21])[CH3:20]. The catalyst class is: 17. (2) Reactant: [NH3:1].CS([C:6]1[N:11]=[C:10]([O:12][C:13]2[CH:18]=[CH:17][C:16]([F:19])=[C:15]([F:20])[CH:14]=2)[C:9]([C:21]2[CH:26]=[CH:25][C:24]([Cl:27])=[CH:23][CH:22]=2)=[C:8]([C:28]2[CH:33]=[CH:32][C:31]([Cl:34])=[CH:30][C:29]=2[Cl:35])[N:7]=1)(=O)=O. Product: [NH2:1][C:6]1[N:11]=[C:10]([O:12][C:13]2[CH:18]=[CH:17][C:16]([F:19])=[C:15]([F:20])[CH:14]=2)[C:9]([C:21]2[CH:26]=[CH:25][C:24]([Cl:27])=[CH:23][CH:22]=2)=[C:8]([C:28]2[CH:33]=[CH:32][C:31]([Cl:34])=[CH:30][C:29]=2[Cl:35])[N:7]=1. The catalyst class is: 1. (3) Reactant: Cl[C:2]1[C:3]2[C:4](=[CH:13][N:14](CC3C=CC(OC)=CC=3)[N:15]=2)[N:5]=[C:6]([C:8]2[S:9][CH:10]=[CH:11][CH:12]=2)[N:7]=1.[NH2:25][C:26]1[CH:31]=[CH:30][C:29]([S:32]([N:35]([CH3:37])[CH3:36])(=[O:34])=[O:33])=[CH:28][CH:27]=1.Cl. Product: [CH3:36][N:35]([CH3:37])[S:32]([C:29]1[CH:30]=[CH:31][C:26]([NH:25][C:2]2[C:3]3[NH:15][N:14]=[CH:13][C:4]=3[N:5]=[C:6]([C:8]3[S:9][CH:10]=[CH:11][CH:12]=3)[N:7]=2)=[CH:27][CH:28]=1)(=[O:33])=[O:34]. The catalyst class is: 71. (4) Reactant: [NH2:1][CH2:2][CH2:3][C:4]1[N:9]=[C:8]([NH:10][C:11](=[O:17])[O:12][C:13]([CH3:16])([CH3:15])[CH3:14])[CH:7]=[CH:6][CH:5]=1.F[C:19]1[CH:24]=[CH:23][C:22]([N+:25]([O-:27])=[O:26])=[CH:21][CH:20]=1.C(N(CC)CC)C. Product: [N+:25]([C:22]1[CH:23]=[CH:24][C:19]([NH:1][CH2:2][CH2:3][C:4]2[N:9]=[C:8]([NH:10][C:11](=[O:17])[O:12][C:13]([CH3:14])([CH3:16])[CH3:15])[CH:7]=[CH:6][CH:5]=2)=[CH:20][CH:21]=1)([O-:27])=[O:26]. The catalyst class is: 6. (5) The catalyst class is: 467. Product: [CH3:14][N:18]([CH3:17])[C:2]1[N:7]=[C:6]([CH2:8][C:9]([O:11][CH2:12][CH3:13])=[O:10])[CH:5]=[CH:4][CH:3]=1. Reactant: N[C:2]1[N:7]=[C:6]([CH2:8][C:9]([O:11][CH2:12][CH3:13])=[O:10])[CH:5]=[CH:4][CH:3]=1.[CH2:14]=O.[BH3-][C:17]#[N:18].[Na+].